Dataset: Full USPTO retrosynthesis dataset with 1.9M reactions from patents (1976-2016). Task: Predict the reactants needed to synthesize the given product. Given the product [CH2:20]([O:19][C:16]1[CH:17]=[CH:18][C:13]([C:12](=[O:11])[CH2:2][C:1]#[N:3])=[CH:14][CH:15]=1)[CH3:21], predict the reactants needed to synthesize it. The reactants are: [C:1](#[N:3])[CH3:2].C([Li])CCC.C([O:11][C:12](=O)[C:13]1[CH:18]=[CH:17][C:16]([O:19][CH2:20][CH3:21])=[CH:15][CH:14]=1)C.[OH-].[Na+].